From a dataset of Full USPTO retrosynthesis dataset with 1.9M reactions from patents (1976-2016). Predict the reactants needed to synthesize the given product. (1) Given the product [Cl:1][CH2:2][C:3]1[N:14]=[C:12]([C:11]2[CH:15]=[CH:16][C:8]([CH3:7])=[CH:9][CH:10]=2)[S:13][CH:5]=1, predict the reactants needed to synthesize it. The reactants are: [Cl:1][CH2:2][C:3]([CH2:5]Cl)=O.[CH3:7][C:8]1[CH:16]=[CH:15][C:11]([C:12]([NH2:14])=[S:13])=[CH:10][CH:9]=1. (2) Given the product [F:22][C:23]1[CH:28]=[CH:27][C:26]([C:2]2[N:15]=[C:14]([O:16][CH2:17][C:18]([F:19])([F:20])[F:21])[CH:13]=[CH:12][C:3]=2[C:4]([OH:6])=[O:5])=[CH:25][CH:24]=1, predict the reactants needed to synthesize it. The reactants are: Cl[C:2]1[N:15]=[C:14]([O:16][CH2:17][C:18]([F:21])([F:20])[F:19])[CH:13]=[CH:12][C:3]=1[C:4]([O:6]CC(F)(F)F)=[O:5].[F:22][C:23]1[CH:28]=[CH:27][C:26](B(O)O)=[CH:25][CH:24]=1.C(=O)(O)[O-].[Na+]. (3) Given the product [NH:1]1[CH2:6][CH2:5][CH:4]([C:7]([NH:9][C:10]2[S:11][C:12]3[CH:18]=[C:17]([O:19][S:20]([C:23]4[CH:28]=[CH:27][C:26]([NH:30][CH2:31][C:32]([OH:52])([CH3:36])[CH3:33])=[CH:25][CH:24]=4)(=[O:22])=[O:21])[CH:16]=[CH:15][C:13]=3[N:14]=2)=[O:8])[CH2:3][CH2:2]1, predict the reactants needed to synthesize it. The reactants are: [NH:1]1[CH2:6][CH2:5][CH:4]([C:7]([NH:9][C:10]2[S:11][C:12]3[CH:18]=[C:17]([O:19][S:20]([C:23]4[CH:28]=[CH:27][C:26](F)=[CH:25][CH:24]=4)(=[O:22])=[O:21])[CH:16]=[CH:15][C:13]=3[N:14]=2)=[O:8])[CH2:3][CH2:2]1.[N:30]1C=C[CH:33]=[C:32]([C:36]2N=CN(CCCCN)C=2)[CH:31]=1.CN1C(=[O:52])CCC1. (4) Given the product [C:4]([O:8][C:9]([NH:11][C:12]1[CH:13]=[CH:14][C:15]([O:24][CH2:25][O:26][CH2:27][CH3:28])=[C:16]([CH:18]=[CH:19][C:20]([OH:22])=[O:21])[CH:17]=1)=[O:10])([CH3:6])([CH3:7])[CH3:5], predict the reactants needed to synthesize it. The reactants are: O.[OH-].[Li+].[C:4]([O:8][C:9]([NH:11][C:12]1[CH:13]=[CH:14][C:15]([O:24][CH2:25][O:26][CH2:27][CH3:28])=[C:16]([CH:18]=[CH:19][C:20]([O:22]C)=[O:21])[CH:17]=1)=[O:10])([CH3:7])([CH3:6])[CH3:5].CO.P([O-])([O-])([O-])=O.